This data is from Full USPTO retrosynthesis dataset with 1.9M reactions from patents (1976-2016). The task is: Predict the reactants needed to synthesize the given product. (1) Given the product [C:2]1([C:2]2[CH:7]=[CH:6][CH:5]=[CH:4][CH:3]=2)[CH:7]=[CH:6][C:5]([NH:8][C:9]2[CH:14]=[CH:13][C:12]([C:16]3[CH:21]=[CH:20][CH:19]=[CH:18][CH:17]=3)=[CH:11][CH:10]=2)=[CH:4][CH:3]=1, predict the reactants needed to synthesize it. The reactants are: Br[C:2]1[CH:7]=[CH:6][C:5]([NH:8][C:9]2[CH:14]=[CH:13][C:12](Br)=[CH:11][CH:10]=2)=[CH:4][CH:3]=1.[C:16]1(B(O)O)[CH:21]=[CH:20][CH:19]=[CH:18][CH:17]=1.[O-]P([O-])([O-])=O.[K+].[K+].[K+]. (2) Given the product [CH:11]1([C:2]2[S:10][C:5]3[C:6](=[O:9])[NH:7][CH2:8][C:4]=3[CH:3]=2)[CH2:13][CH2:12]1, predict the reactants needed to synthesize it. The reactants are: Br[C:2]1[S:10][C:5]2[C:6](=[O:9])[NH:7][CH2:8][C:4]=2[CH:3]=1.[CH:11]1([B-](F)(F)F)[CH2:13][CH2:12]1.[K+].C(=O)([O-])[O-].[Cs+].[Cs+].C(P(C12CC3CC(CC(C3)C1)C2)C12CC3CC(CC(C3)C1)C2)CCC. (3) Given the product [Br:18][C:19]1[CH:20]=[CH:21][C:22]([N:27]([CH3:35])[CH2:28][C:29]2[CH:30]=[N:31][N:32]([CH3:34])[CH:33]=2)=[C:23](/[CH:24]=[C:8](\[CH3:9])/[C:6]([O:5][CH2:4][CH3:3])=[O:7])[CH:26]=1, predict the reactants needed to synthesize it. The reactants are: [H-].[Na+].[CH3:3][CH2:4][O:5][C:6]([CH:8](P(OCC)(OCC)=O)[CH3:9])=[O:7].[Br:18][C:19]1[CH:20]=[CH:21][C:22]([N:27]([CH3:35])[CH2:28][C:29]2[CH:30]=[N:31][N:32]([CH3:34])[CH:33]=2)=[C:23]([CH:26]=1)[CH:24]=O. (4) Given the product [CH3:20][C:15]1[CH:14]=[C:13]([NH:12][S:9]([C:4]2[CH:5]=[CH:6][C:7]3[N:8]=[C:24]([C:23]4[C:22]([Cl:21])=[CH:29][CH:28]=[CH:27][C:26]=4[Cl:30])[NH:1][C:2]=3[CH:3]=2)(=[O:11])=[O:10])[CH:18]=[CH:17][C:16]=1[CH3:19], predict the reactants needed to synthesize it. The reactants are: [NH2:1][C:2]1[CH:3]=[C:4]([S:9]([NH:12][C:13]2[CH:18]=[CH:17][C:16]([CH3:19])=[C:15]([CH3:20])[CH:14]=2)(=[O:11])=[O:10])[CH:5]=[CH:6][C:7]=1[NH2:8].[Cl:21][C:22]1[CH:29]=[CH:28][CH:27]=[C:26]([Cl:30])[C:23]=1[CH:24]=O.CO. (5) Given the product [CH2:22]([C:24]([C:49]1[CH:54]=[CH:53][C:52]([O:12][S:13]([C:16]([F:17])([F:18])[F:19])(=[O:14])=[O:15])=[C:51]([CH3:56])[CH:50]=1)([C:27]1[CH:32]=[CH:31][C:30](/[CH:33]=[CH:34]/[C:35]([O:44][CH2:45][O:46][CH3:47])([C:40]([F:42])([F:43])[F:41])[C:36]([F:38])([F:39])[F:37])=[C:29]([CH3:48])[CH:28]=1)[CH2:25][CH3:26])[CH3:23], predict the reactants needed to synthesize it. The reactants are: N1C=CC=CC=1.FC(F)(F)S([O:12][S:13]([C:16]([F:19])([F:18])[F:17])(=[O:15])=[O:14])(=O)=O.[CH2:22]([C:24]([C:49]1[CH:54]=[CH:53][C:52](O)=[C:51]([CH3:56])[CH:50]=1)([C:27]1[CH:32]=[CH:31][C:30](/[CH:33]=[CH:34]/[C:35]([O:44][CH2:45][O:46][CH3:47])([C:40]([F:43])([F:42])[F:41])[C:36]([F:39])([F:38])[F:37])=[C:29]([CH3:48])[CH:28]=1)[CH2:25][CH3:26])[CH3:23].C(=O)(O)[O-].[Na+].